Dataset: NCI-60 drug combinations with 297,098 pairs across 59 cell lines. Task: Regression. Given two drug SMILES strings and cell line genomic features, predict the synergy score measuring deviation from expected non-interaction effect. (1) Drug 1: CC1C(C(=O)NC(C(=O)N2CCCC2C(=O)N(CC(=O)N(C(C(=O)O1)C(C)C)C)C)C(C)C)NC(=O)C3=C4C(=C(C=C3)C)OC5=C(C(=O)C(=C(C5=N4)C(=O)NC6C(OC(=O)C(N(C(=O)CN(C(=O)C7CCCN7C(=O)C(NC6=O)C(C)C)C)C)C(C)C)C)N)C. Drug 2: C1C(C(OC1N2C=NC3=C2NC=NCC3O)CO)O. Cell line: HS 578T. Synergy scores: CSS=18.7, Synergy_ZIP=1.17, Synergy_Bliss=-1.20, Synergy_Loewe=-18.5, Synergy_HSA=-0.359. (2) Drug 1: CN(C)C1=NC(=NC(=N1)N(C)C)N(C)C. Drug 2: CC1CCCC2(C(O2)CC(NC(=O)CC(C(C(=O)C(C1O)C)(C)C)O)C(=CC3=CSC(=N3)C)C)C. Cell line: MOLT-4. Synergy scores: CSS=-9.23, Synergy_ZIP=0.687, Synergy_Bliss=-5.44, Synergy_Loewe=-10.8, Synergy_HSA=-10.1. (3) Drug 1: CC1=C2C(C(=O)C3(C(CC4C(C3C(C(C2(C)C)(CC1OC(=O)C(C(C5=CC=CC=C5)NC(=O)OC(C)(C)C)O)O)OC(=O)C6=CC=CC=C6)(CO4)OC(=O)C)OC)C)OC. Drug 2: CC1=C(C(=CC=C1)Cl)NC(=O)C2=CN=C(S2)NC3=CC(=NC(=N3)C)N4CCN(CC4)CCO. Cell line: LOX IMVI. Synergy scores: CSS=57.2, Synergy_ZIP=5.98, Synergy_Bliss=7.42, Synergy_Loewe=-0.372, Synergy_HSA=10.5. (4) Drug 1: C1CC2CC3=C(CC1C24CN(S(=O)(=O)N4)CC(F)(F)F)C=CC(=C3)C=CCN5CCC(CC5)C(F)(F)F. Drug 2: CCC1=C2CN3C(=CC4=C(C3=O)COC(=O)C4(CC)O)C2=NC5=C1C=C(C=C5)O. Cell line: HCT116. Synergy scores: CSS=57.7, Synergy_ZIP=3.09, Synergy_Bliss=5.12, Synergy_Loewe=-0.0728, Synergy_HSA=9.24. (5) Drug 1: CC1=C2C(C(=O)C3(C(CC4C(C3C(C(C2(C)C)(CC1OC(=O)C(C(C5=CC=CC=C5)NC(=O)OC(C)(C)C)O)O)OC(=O)C6=CC=CC=C6)(CO4)OC(=O)C)OC)C)OC. Drug 2: CC12CCC(CC1=CCC3C2CCC4(C3CC=C4C5=CN=CC=C5)C)O. Cell line: PC-3. Synergy scores: CSS=35.9, Synergy_ZIP=-5.95, Synergy_Bliss=-6.10, Synergy_Loewe=-28.6, Synergy_HSA=-4.78. (6) Drug 1: CC1C(C(=O)NC(C(=O)N2CCCC2C(=O)N(CC(=O)N(C(C(=O)O1)C(C)C)C)C)C(C)C)NC(=O)C3=C4C(=C(C=C3)C)OC5=C(C(=O)C(=C(C5=N4)C(=O)NC6C(OC(=O)C(N(C(=O)CN(C(=O)C7CCCN7C(=O)C(NC6=O)C(C)C)C)C)C(C)C)C)N)C. Drug 2: C1=CC=C(C=C1)NC(=O)CCCCCCC(=O)NO. Cell line: SF-539. Synergy scores: CSS=15.2, Synergy_ZIP=-3.98, Synergy_Bliss=-3.95, Synergy_Loewe=-4.79, Synergy_HSA=-4.56.